Dataset: NCI-60 drug combinations with 297,098 pairs across 59 cell lines. Task: Regression. Given two drug SMILES strings and cell line genomic features, predict the synergy score measuring deviation from expected non-interaction effect. (1) Cell line: IGROV1. Drug 2: C1=CC(=CC=C1C#N)C(C2=CC=C(C=C2)C#N)N3C=NC=N3. Synergy scores: CSS=7.16, Synergy_ZIP=3.81, Synergy_Bliss=2.60, Synergy_Loewe=2.95, Synergy_HSA=2.96. Drug 1: CS(=O)(=O)C1=CC(=C(C=C1)C(=O)NC2=CC(=C(C=C2)Cl)C3=CC=CC=N3)Cl. (2) Drug 1: CC1CC(C(C(C=C(C(C(C=CC=C(C(=O)NC2=CC(=O)C(=C(C1)C2=O)OC)C)OC)OC(=O)N)C)C)O)OC. Drug 2: CCC1(C2=C(COC1=O)C(=O)N3CC4=CC5=C(C=CC(=C5CN(C)C)O)N=C4C3=C2)O. Cell line: SK-OV-3. Synergy scores: CSS=72.0, Synergy_ZIP=2.45, Synergy_Bliss=1.46, Synergy_Loewe=0.964, Synergy_HSA=6.15. (3) Drug 1: C1CNP(=O)(OC1)N(CCCl)CCCl. Drug 2: CC1CCCC2(C(O2)CC(NC(=O)CC(C(C(=O)C(C1O)C)(C)C)O)C(=CC3=CSC(=N3)C)C)C. Cell line: CAKI-1. Synergy scores: CSS=9.37, Synergy_ZIP=-0.133, Synergy_Bliss=-4.52, Synergy_Loewe=-32.0, Synergy_HSA=-10.6. (4) Drug 1: CN1C2=C(C=C(C=C2)N(CCCl)CCCl)N=C1CCCC(=O)O.Cl. Drug 2: CC(C)NC(=O)C1=CC=C(C=C1)CNNC.Cl. Cell line: SK-MEL-5. Synergy scores: CSS=0.229, Synergy_ZIP=0.351, Synergy_Bliss=-0.461, Synergy_Loewe=-3.84, Synergy_HSA=-2.19.